Dataset: Reaction yield outcomes from USPTO patents with 853,638 reactions. Task: Predict the reaction yield, written as a fraction of the theoretical maximum amount of product (1.0 means a 100% yield; for example, 0.34 means a 34% yield). (1) The catalyst is CC(O)C. The yield is 0.100. The reactants are Br[C:2]1[N:6]([CH2:7][C:8]2[CH:13]=[CH:12][C:11]([O:14][CH3:15])=[CH:10][CH:9]=2)[N:5]=[N:4][N:3]=1.[CH3:16][NH:17][NH2:18]. The product is [CH3:15][O:14][C:11]1[CH:12]=[CH:13][C:8]([CH2:7][N:6]2[C:2]([N:17]([CH3:16])[NH2:18])=[N:3][N:4]=[N:5]2)=[CH:9][CH:10]=1. (2) The reactants are COC1C=CC(CN(CC2C=CC([O:41][CH3:42])=CC=2)C2N=C(C)N=C(C3C(NC4C=NC(OC)=C(F)C=4)=NC=C(C=3)C#N)N=2)=CC=1.C([Mg]Br)C.B(F)(F)F.CC[O:55]CC.[NH2:58][C:59]1([C:62]2[CH:63]=[C:64]([C:78]3[N:83]=[C:82]([CH3:84])[N:81]=[C:80]([N:85](CC4C=CC(OC)=CC=4)CC4C=CC(OC)=CC=4)[N:79]=3)[C:65]([NH:68][C:69]3[CH:70]=[N:71][C:72]([O:76][CH3:77])=[C:73]([F:75])[CH:74]=3)=[N:66][CH:67]=2)[CH2:61][CH2:60]1.OS([C:108]([F:111])([F:110])[F:109])(=O)=O.[OH-].[Na+]. The catalyst is C1COCC1.C(O)(C(F)(F)F)=O.CC(C)[O-].[Ti+4].CC(C)[O-].CC(C)[O-].CC(C)[O-]. The product is [F:109][C:108]([F:111])([F:110])[C:42]([OH:41])=[O:55].[NH2:58][C:59]1([C:62]2[CH:63]=[C:64]([C:78]3[N:83]=[C:82]([CH3:84])[N:81]=[C:80]([NH2:85])[N:79]=3)[C:65]([NH:68][C:69]3[CH:70]=[N:71][C:72]([O:76][CH3:77])=[C:73]([F:75])[CH:74]=3)=[N:66][CH:67]=2)[CH2:61][CH2:60]1. The yield is 0.0376. (3) The reactants are Cl[C:2]1[CH:7]=[CH:6][C:5]([Cl:8])=[CH:4][N:3]=1.[OH:9][C:10]1[CH:15]=[CH:14][C:13](B(O)O)=[CH:12][CH:11]=1.C(=O)([O-])[O-].[K+].[K+]. The catalyst is O1CCOCC1.O. The product is [Cl:8][C:5]1[CH:6]=[CH:7][C:2]([C:13]2[CH:14]=[CH:15][C:10]([OH:9])=[CH:11][CH:12]=2)=[N:3][CH:4]=1. The yield is 0.810. (4) The reactants are [C:1]1(C)[CH:6]=CC(S(O)(=O)=O)=C[CH:2]=1.[C@@H:12]1([N:21]2[CH:28]=[CH:27][C:25](=[O:26])[NH:24][C:22]2=[O:23])[O:20][C@H:17]([CH2:18][OH:19])[C@@H:15]([OH:16])[C@H:13]1[OH:14]. The catalyst is CC(C)=O. The product is [OH:19][CH2:18][CH:17]1[CH:15]2[O:16][C:1]([CH3:6])([CH3:2])[O:14][CH:13]2[CH:12]([N:21]2[CH:28]=[CH:27][C:25](=[O:26])[NH:24][C:22]2=[O:23])[O:20]1. The yield is 0.830. (5) The product is [C:33]([O:32][C:30](=[O:31])[NH:29][C:28]1[C:23]([C:21](=[O:20])[NH:8][C:6]2[CH:5]=[CH:4][N:3]=[C:2]([Cl:1])[CH:7]=2)=[N:24][C:25]([CH3:37])=[CH:26][CH:27]=1)([CH3:36])([CH3:34])[CH3:35]. The catalyst is O1CCOCC1. The reactants are [Cl:1][C:2]1[CH:7]=[C:6]([NH2:8])[CH:5]=[CH:4][N:3]=1.C[Al](C)C.CCCCCC.C[O:20][C:21]([C:23]1[C:28]([NH:29][C:30]([O:32][C:33]([CH3:36])([CH3:35])[CH3:34])=[O:31])=[CH:27][CH:26]=[C:25]([CH3:37])[N:24]=1)=O. The yield is 0.730. (6) The reactants are [N+:1]([CH2:3][C:4]([O:6]C)=O)#[C-:2].[NH:8]1[CH2:12][CH2:11][C@@H:10]([OH:13])[CH2:9]1. The catalyst is CO. The product is [OH:13][C@@H:10]1[CH2:11][CH2:12][N:8]([C:4](=[O:6])[CH2:3][N+:1]#[C-:2])[CH2:9]1. The yield is 0.490.